The task is: Predict the reaction yield, written as a fraction of the theoretical maximum amount of product (1.0 means a 100% yield; for example, 0.34 means a 34% yield).. This data is from Reaction yield outcomes from USPTO patents with 853,638 reactions. (1) The reactants are [OH:1][C:2]1[CH:3]=[C:4]([CH:10]=[CH:11][C:12]=1[OH:13])[C:5]([O:7][CH2:8][CH3:9])=[O:6].CO[C:16](OC)([CH3:18])[CH3:17].C1(C)C=CC(S(O)(=O)=O)=CC=1. The catalyst is C1(C)C=CC=CC=1. The product is [CH3:17][C:16]1([CH3:18])[O:13][C:12]2[CH:11]=[CH:10][C:4]([C:5]([O:7][CH2:8][CH3:9])=[O:6])=[CH:3][C:2]=2[O:1]1. The yield is 0.490. (2) The reactants are C[O:2][C:3]1[C:8]2[CH:9]=[N:10][S:11][C:7]=2[CH:6]=[CH:5][CH:4]=1.Cl.N1C=CC=CC=1. No catalyst specified. The product is [S:11]1[C:7]2=[CH:6][CH:5]=[CH:4][C:3]([OH:2])=[C:8]2[CH:9]=[N:10]1. The yield is 0.320.